From a dataset of Experimentally validated miRNA-target interactions with 360,000+ pairs, plus equal number of negative samples. Binary Classification. Given a miRNA mature sequence and a target amino acid sequence, predict their likelihood of interaction. (1) The miRNA is hsa-miR-208b-3p with sequence AUAAGACGAACAAAAGGUUUGU. The protein sequence of the target gene is MISSVCVSSYRGRKSGNKPPSKTCLKEEMAKGEASEKIIINVGGTRHETYRSTLRTLPGTRLAWLADPDGGGRPESDGGGAGSSGSSGGGGGGGGCEFFFDRHPGVFAYVLNYYRTGKLHCPADVCGPLFEEELTFWGIDETDVEPCCWMTYRQHRDAEEALDIFESPDGGGGGAGPGDEAGDDERELALQRLGPHEGGSGPGAGSGGCRGWQPRMWALFEDPYSSRAARVVAFASLFFILVSITTFCLETHEAFNIDRNVTEIHRVGNITSVRFRREVETEPILTYIEGVCVMWFTLEF.... Result: 0 (no interaction). (2) The miRNA is cel-miR-40-3p with sequence UCACCGGGUGUACAUCAGCUAA. The protein sequence of the target gene is MDALEDYVWPRATSELILLPVTGLECVGDRLLAGEGPDVLVYSLDFGGHLRMIKRVQNLLGHYLIHGFRVRPEPNGDLDLEAMVAVFGSKGLRVVKISWGQGHFWELWRSGLWNMSDWIWDARWLEGNIALALGHNSVVLYDPVVGCILQEVPCTDRCTLSSACLIGDAWKELTIVAGAVSNQLLVWYPATALADNKPVAPDRRISGHVGIIFSMSYLESKGLLATASEDRSVRIWKVGDLRVPGGRVQNIGHCFGHSARVWQVKLLENYLISAGEDCVCLVWSHEGEILQAFRGHQGRG.... Result: 0 (no interaction). (3) The miRNA is hsa-miR-5697 with sequence UCAAGUAGUUUCAUGAUAAAGG. The protein sequence of the target gene is MTTESGSDSESKPDQEAEPQEAAGAQGRAGAPVPEPPKEEQQQALEQFAAAAAHSTPVRREVTDKEQEFAARAAKQLEYQQLEDDKLSQKSSSSKLSRSPLKIVKKPKSMQCKVILLDGSEYTCDVEKRSRGQVLFDKVCEHLNLLEKDYFGLTYRDAENQKNWLDPAKEIKKQVRSGAWHFSFNVKFYPPDPAQLSEDITRYYLCLQLRDDIVSGRLPCSFVTLALLGSYTVQSELGDYDPDECGSDYISEFRFAPNHTKELEDKVIELHKSHRGMTPAEAEMHFLENAKKLSMYGVDL.... Result: 1 (interaction). (4) The miRNA is mmu-miR-1251-5p with sequence ACUCUAGCUGCCAAAGGCGCU. The protein sequence of the target gene is MHGVNDPPLFIKDIKAGLKNLNVVFIVLEIGRVTKTKDGHEVRSCKVADRTGSITISVWDEIGGLIQTGDIIRLTRGYASMWKGCLTLYTGRGGELQKIGEFCMVYSEVPNFSEPNPDYRGQQNRGVQNEQKDKLSTNTFGPVGNGDQTGPESRGYHLPYGRSNGPGPISPQLPGTPSSQTVRTTISNARDPRRAFKR. Result: 0 (no interaction). (5) The miRNA is hsa-let-7e-3p with sequence CUAUACGGCCUCCUAGCUUUCC. The protein sequence of the target gene is MEPGSMENLSIVYQSSDFLVVNKHWDLRIDSKTWRETLTLQKQLRHHFPELADPDTCYGFRFCHQLDFSTSGALCVALNKAAAGSAYKCFKERRVTKAYLALVRGHVQESQVTINYAIGRNSTEGRTHTMCIEGTHGCENPKPSLTELLVLEHGLYAGDPVSKVLLKPLTGRTHQLRVHCSALGHPIVGDLTYGQAEDQEDQPFRMMLHAFYLRIPTQAERVEACTPDPFLPALDACWSPSTCVQPLEQLIQALRTDPDPDPMSGGPRPCSPSTPQPRPGRPPPETEAQRASCLQWLSEW.... Result: 0 (no interaction). (6) The miRNA is hsa-miR-3975 with sequence UGAGGCUAAUGCACUACUUCAC. The protein sequence of the target gene is MKPRARGWRGLAALWMLLAQVAEQAPACAMGPAAAAPGSPSVPRPPPPAERPGWMEKGEYDLVSAYEVDHRGDYVSHEIMHHQRRRRAVPVSEVESLHLRLKGSRHDFHMDLRTSSSLVAPGFIVQTLGKTGTKSVQTLPPEDFCFYQGSLRSHRNSSVALSTCQGLSGMIRTEEADYFLRPLPSHLSWKLGRAAQGSSPSHVLYKRSTEPHAPGASEVLVTSRTWELAHQPLHSSDLRLGLPQKQHFCGRRKKYMPQPPKEDLFILPDEYKSCLRHKRSLLRSHRNEELNVETLVVVDK.... Result: 0 (no interaction). (7) The protein sequence of the target gene is MNGEADCPTDLEMAAPKGQDRWSQEDMLTLLECMKNNLPSNDSSKFKTTESHMDWEKVAFKDFSGDMCKLKWVEISNEVRKFRTLTELILDAQEHVKNPYKGKKLKKHPDFPKKPLTPYFRFFMEKRAKYAKLHPEMSNLDLTKILSKKYKELPEKKKMKYIQDFQREKQEFERNLARFREDHPDLIQNAKKSDIPEKPKTPQQLWYTHEKKVYLKVRPDATTKEVKDSLGKQWSQLSDKKRLKWIHKALEQRKEYEEIMRDYIQKHPELNISEEGITKSTLTKAERQLKDKFDGRPTKP.... Result: 0 (no interaction). The miRNA is mmu-miR-1191a with sequence CAGUCUUACUAUGUAGCCCUA. (8) The miRNA is hsa-miR-8053 with sequence UGGCGAUUUUGGAACUCAAUGGCA. The protein sequence of the target gene is MANDSPAKSLVDIDLSSLRDPAGIFELVEVVGNGTYGQVYKGRHVKTVTAAIKVMDVTEDEEEEITLEINMLKKYSHHRNIATYYGAFIKKSPPGHDDQLWLVMEFCGAGSITDLVKNTKGNTLKEDWIAYISREILRGLAHLHIHHVIHRDIKGQNVLLTENAEVKLVDFGVSAQLDRTVGRRNTFIGTPYWMAPEVIACDENPDATYDYRSDLWSCGITAIEMAEGGPPLCDMHPMRALFLIPRNPPPRLKSKKWSKKFFSFIEGCLVKNYMQRPSTEQLLKHPFIRDQPNERQVRIQ.... Result: 0 (no interaction). (9) Result: 1 (interaction). The miRNA is hsa-miR-4652-3p with sequence GUUCUGUUAACCCAUCCCCUCA. The protein sequence of the target gene is MVDYYEVLGVQRHASPEDIKKAYRKLALKWHPDKNPENKEEAERKFKQVAEAYEVLSDAKKRDIYDKYGKEGLNGGGGGGSHFDSPFEFGFTFRNPDDVFREFFGGRDPFSFDFFEDPFEDFFGNRRGPRGSRSRGTGSFFSAFSGFPSFGSGFSSFDTGFTSFGSLGHGGLTSFSSTSFGGSGMGNFKSISTSTKMVNGRKITTKRIVENGQERVEVEEDGQLKSLTINGVADDDALAEERMRRGQNALPAQPAGLRPPKPPRPASLLRHAPHCLSEEEGEQDRPRAPGPWDPLASAAG....